From a dataset of Reaction yield outcomes from USPTO patents with 853,638 reactions. Predict the reaction yield, written as a fraction of the theoretical maximum amount of product (1.0 means a 100% yield; for example, 0.34 means a 34% yield). (1) The reactants are [Li][CH2:2]CCC.[CH3:6][CH2:7][CH2:8][CH2:9][CH2:10][CH3:11].C[N:13]([CH:15]=O)[CH3:14].[CH2:17]1[CH2:21][O:20][CH2:19][CH2:18]1. No catalyst specified. The product is [C:8]1([CH3:2])[CH:7]=[CH:6][CH:11]=[CH:10][C:9]=1[C:15]1[CH:21]=[CH:17][C:18]([CH:19]=[O:20])=[CH:14][N:13]=1. The yield is 0.910. (2) The reactants are [NH2:1][C:2]1[N:7]=[CH:6][N:5]=[C:4]2[N:8]([CH2:25][C@H:26]([NH:28][C:29](=[O:33])[CH2:30][C:31]#[N:32])[CH3:27])[N:9]=[C:10]([C:11]3[CH:16]=[CH:15][C:14]([O:17][C:18]4[CH:23]=[CH:22][CH:21]=[CH:20][CH:19]=4)=[CH:13][C:12]=3[F:24])[C:3]=12.N1CCCCC1.[CH2:40]([O:42][C:43]([CH3:47])([CH3:46])[CH:44]=O)[CH3:41]. The catalyst is C(O)C. The product is [NH2:1][C:2]1[N:7]=[CH:6][N:5]=[C:4]2[N:8]([CH2:25][C@H:26]([NH:28][C:29](=[O:33])[C:30]([C:31]#[N:32])=[CH:44][C:43]([O:42][CH2:40][CH3:41])([CH3:47])[CH3:46])[CH3:27])[N:9]=[C:10]([C:11]3[CH:16]=[CH:15][C:14]([O:17][C:18]4[CH:19]=[CH:20][CH:21]=[CH:22][CH:23]=4)=[CH:13][C:12]=3[F:24])[C:3]=12. The yield is 0.0800. (3) The product is [Br:8][C:6]1[N:7]=[C:2]([NH:17][CH2:16][CH:13]2[CH2:14][CH2:15][O:10][CH2:11][CH2:12]2)[C:3]([Cl:9])=[N:4][CH:5]=1. The yield is 0.611. The reactants are Br[C:2]1[C:3]([Cl:9])=[N:4][CH:5]=[C:6]([Br:8])[N:7]=1.[O:10]1[CH2:15][CH2:14][CH:13]([CH2:16][NH2:17])[CH2:12][CH2:11]1. The catalyst is CC#N. (4) The yield is 0.680. The product is [Cl:11][C:8]1[CH:9]=[N:10][C:2]([O:21][CH2:20][CH2:19][C:16]2[CH:17]=[CH:18][C:13]([F:12])=[CH:14][CH:15]=2)=[C:3]([CH:7]=1)[C:4]([OH:6])=[O:5]. The catalyst is CN(C)C=O. The reactants are Cl[C:2]1[N:10]=[CH:9][C:8]([Cl:11])=[CH:7][C:3]=1[C:4]([OH:6])=[O:5].[F:12][C:13]1[CH:18]=[CH:17][C:16]([CH2:19][CH2:20][OH:21])=[CH:15][CH:14]=1.[H-].[Na+].C(O)(=O)CC(CC(O)=O)(C(O)=O)O. (5) The catalyst is CN(C)C=O.O. The product is [CH2:12]([N:1]1[C:6]2[CH:7]=[CH:8][S:9][C:5]=2[C:4](=[O:10])[O:3][C:2]1=[O:11])[C:13]1[CH:18]=[CH:17][CH:16]=[CH:15][CH:14]=1. The yield is 0.800. The reactants are [NH:1]1[C:6]2[CH:7]=[CH:8][S:9][C:5]=2[C:4](=[O:10])[O:3][C:2]1=[O:11].[CH2:12](Br)[C:13]1[CH:18]=[CH:17][CH:16]=[CH:15][CH:14]=1.C(=O)([O-])[O-].[K+].[K+].